This data is from Full USPTO retrosynthesis dataset with 1.9M reactions from patents (1976-2016). The task is: Predict the reactants needed to synthesize the given product. (1) Given the product [F:19][C:13]1[CH:14]=[C:15]([I:18])[CH:16]=[CH:17][C:12]=1[NH:11][C:7]1[CH:8]=[N:9][CH:10]=[C:2]([O:26][C:27]2[CH:28]=[CH:29][C:30]3[O:34][C:33](=[O:35])[NH:32][C:31]=3[CH:36]=2)[C:3]=1[C:4]([NH2:6])=[O:5], predict the reactants needed to synthesize it. The reactants are: F[C:2]1[CH:10]=[N:9][CH:8]=[C:7]([NH:11][C:12]2[CH:17]=[CH:16][C:15]([I:18])=[CH:14][C:13]=2[F:19])[C:3]=1[C:4]([NH2:6])=[O:5].C(=O)([O-])[O-].[Cs+].[Cs+].[OH:26][C:27]1[CH:28]=[CH:29][C:30]2[O:34][C:33](=[O:35])[NH:32][C:31]=2[CH:36]=1. (2) Given the product [NH:12]1[C:20]2[C:15](=[CH:16][CH:17]=[CH:18][CH:19]=2)[C:14]([CH2:21][NH:11][C:10]2[CH:9]=[CH:8][NH:7][C:6]=2[C:4]([O:3][CH2:1][CH3:2])=[O:5])=[CH:13]1, predict the reactants needed to synthesize it. The reactants are: [CH2:1]([O:3][C:4]([C:6]1[NH:7][CH:8]=[CH:9][C:10]=1[NH2:11])=[O:5])[CH3:2].[NH:12]1[C:20]2[C:15](=[CH:16][CH:17]=[CH:18][CH:19]=2)[C:14]([CH:21]=O)=[CH:13]1.[BH3-]C#N.[Na+].CC(O)=O. (3) Given the product [NH:1]1[CH:5]=[CH:4][N:3]=[C:2]1[C:6]1[C:15]2[C:10](=[CH:11][CH:12]=[CH:13][CH:14]=2)[N:9]([S:16]([C:19]2[CH:20]=[CH:21][C:22]([CH3:25])=[CH:23][CH:24]=2)(=[O:18])=[O:17])[CH2:8][CH:7]=1, predict the reactants needed to synthesize it. The reactants are: [NH:1]1[CH:5]=[CH:4][N:3]=[C:2]1[C:6]1(O)[C:15]2[C:10](=[CH:11][CH:12]=[CH:13][CH:14]=2)[N:9]([S:16]([C:19]2[CH:24]=[CH:23][C:22]([CH3:25])=[CH:21][CH:20]=2)(=[O:18])=[O:17])[CH2:8][CH2:7]1.S(=O)(=O)(O)O. (4) Given the product [CH:18]1([CH2:21][O:22][C:4]2[N:9]=[C:8]([C:10]([OH:12])=[O:11])[CH:7]=[CH:6][C:5]=2[C:13]2([F:17])[CH2:16][CH2:15][CH2:14]2)[CH2:20][CH2:19]1, predict the reactants needed to synthesize it. The reactants are: [OH-].[K+].Cl[C:4]1[N:9]=[C:8]([C:10]([OH:12])=[O:11])[CH:7]=[CH:6][C:5]=1[C:13]1([F:17])[CH2:16][CH2:15][CH2:14]1.[CH:18]1([CH2:21][OH:22])[CH2:20][CH2:19]1.